This data is from Forward reaction prediction with 1.9M reactions from USPTO patents (1976-2016). The task is: Predict the product of the given reaction. (1) Given the reactants [CH2:1]([O:3][C:4](=[O:17])[C:5](Cl)=[N:6][NH:7][C:8]1[CH:13]=[CH:12][C:11]([O:14][CH3:15])=[CH:10][CH:9]=1)[CH3:2].N1([C:24]2[C:25](=[O:43])[N:26]([C:30]3[CH:35]=[CH:34][C:33]([N:36]4[CH2:41][CH2:40][CH2:39][CH2:38][C:37]4=[O:42])=[CH:32][CH:31]=3)[CH2:27][CH2:28][CH:29]=2)CCOCC1.C(N(CC)CC)C.Cl, predict the reaction product. The product is: [CH2:1]([O:3][C:4]([C:5]1[C:39]2[CH2:40][CH2:41][N:36]([C:33]3[CH:32]=[CH:31][C:30]([N:26]4[CH2:27][CH2:28][CH2:29][CH2:24][C:25]4=[O:43])=[CH:35][CH:34]=3)[C:37](=[O:42])[C:38]=2[N:7]([C:8]2[CH:13]=[CH:12][C:11]([O:14][CH3:15])=[CH:10][CH:9]=2)[N:6]=1)=[O:17])[CH3:2]. (2) Given the reactants [Cl:1][C:2]1[CH:3]=[CH:4][C:5]2[N:11]3[CH:12]=[CH:13][CH:14]=[C:10]3[C@@H:9]([CH2:15][CH2:16][N:17]3[CH:21]=[C:20](CC#N)[N:19]=[N:18]3)[O:8][C@H:7]([C:25]3[CH:30]=[CH:29][CH:28]=[C:27]([O:31][CH3:32])[C:26]=3[O:33][CH3:34])[C:6]=2[CH:35]=1.CS(OC[C:42]1N(CC[C@H]2O[C@H](C3C=CC=C(OC)C=3OC)C3C=C(Cl)C=CC=3N3C=CC=C23)N=[N:44][CH:43]=1)(=O)=O.[C-]#N.[Na+], predict the reaction product. The product is: [Cl:1][C:2]1[CH:3]=[CH:4][C:5]2[N:11]3[CH:12]=[CH:13][CH:14]=[C:10]3[C@@H:9]([CH2:15][CH2:16][N:17]3[C:21]([CH2:42][C:43]#[N:44])=[CH:20][N:19]=[N:18]3)[O:8][C@H:7]([C:25]3[CH:30]=[CH:29][CH:28]=[C:27]([O:31][CH3:32])[C:26]=3[O:33][CH3:34])[C:6]=2[CH:35]=1.